This data is from Full USPTO retrosynthesis dataset with 1.9M reactions from patents (1976-2016). The task is: Predict the reactants needed to synthesize the given product. Given the product [NH2:30][C@H:29]([C:28]([NH:33][C@H:34]([C:40]([OH:42])=[O:41])[CH2:35][CH2:36][C:37](=[O:39])[NH2:38])=[O:27])[CH3:31], predict the reactants needed to synthesize it. The reactants are: B([O-])([O-])[O-].C(N(CC(O)=O)CC(O)=O)CN(CC(O)=O)CC(O)=O.Cl.C[O:27][C:28](=O)[C@H:29]([CH3:31])[NH2:30].[NH2:33][C@H:34]([C:40]([OH:42])=[O:41])[CH2:35][CH2:36][C:37](=[O:39])[NH2:38].